This data is from Full USPTO retrosynthesis dataset with 1.9M reactions from patents (1976-2016). The task is: Predict the reactants needed to synthesize the given product. (1) Given the product [Cl:13][C:10]1[C:9]([C:14]#[N:15])=[C:8]([C:5]2[CH:4]=[CH:3][C:2]([NH:1][C:25]([NH:24][C:18]3[CH:19]=[C:20]([CH3:23])[CH:21]=[CH:22][C:17]=3[F:16])=[O:26])=[CH:7][CH:6]=2)[S:12][N:11]=1, predict the reactants needed to synthesize it. The reactants are: [NH2:1][C:2]1[CH:7]=[CH:6][C:5]([C:8]2[S:12][N:11]=[C:10]([Cl:13])[C:9]=2[C:14]#[N:15])=[CH:4][CH:3]=1.[F:16][C:17]1[CH:22]=[CH:21][C:20]([CH3:23])=[CH:19][C:18]=1[N:24]=[C:25]=[O:26]. (2) Given the product [CH2:9]([N:8]1[C:3]2=[N:1][N:2]([CH2:26][C:16]3[C:25]4[C:20](=[CH:21][CH:22]=[CH:23][CH:24]=4)[CH:19]=[CH:18][CH:17]=3)[C:33]([C:29]3[S:28][CH:32]=[CH:31][CH:30]=3)=[C:4]2[C:5](=[O:15])[N:6]([CH3:14])[C:7]1=[O:13])[CH:10]([CH3:11])[CH3:12], predict the reactants needed to synthesize it. The reactants are: [NH:1]([C:3]1[N:8]([CH2:9][CH:10]([CH3:12])[CH3:11])[C:7](=[O:13])[N:6]([CH3:14])[C:5](=[O:15])[CH:4]=1)[NH2:2].[C:16]1([CH:26]=O)[C:25]2[C:20](=[CH:21][CH:22]=[CH:23][CH:24]=2)[CH:19]=[CH:18][CH:17]=1.[S:28]1[CH:32]=[CH:31][CH:30]=[C:29]1[CH:33]=O.